Dataset: Forward reaction prediction with 1.9M reactions from USPTO patents (1976-2016). Task: Predict the product of the given reaction. (1) Given the reactants [CH3:1][O:2][C:3]1[CH:8]=[CH:7][C:6]([NH:9][C:10](=[O:22])[CH:11]([C:15]2[CH:20]=[CH:19][CH:18]=[C:17]([F:21])[CH:16]=2)[CH2:12][CH:13]=C)=[CH:5][C:4]=1[O:23][CH2:24][CH2:25][N:26]1[CH2:31][CH2:30][CH2:29][CH2:28][CH2:27]1.C1C[O:35]CC1.O, predict the reaction product. The product is: [F:21][C:17]1[CH:16]=[C:15]([CH:11]2[CH2:12][CH:13]([OH:35])[N:9]([C:6]3[CH:7]=[CH:8][C:3]([O:2][CH3:1])=[C:4]([O:23][CH2:24][CH2:25][N:26]4[CH2:31][CH2:30][CH2:29][CH2:28][CH2:27]4)[CH:5]=3)[C:10]2=[O:22])[CH:20]=[CH:19][CH:18]=1. (2) Given the reactants [C:1]1([C:21]2[CH:26]=[CH:25][CH:24]=[CH:23][CH:22]=2)[CH:6]=[CH:5][C:4]([O:7][CH2:8][C:9]([NH:11][C:12]2[S:13][CH:14]=[CH:15][C:16]=2[C:17]([O:19]C)=[O:18])=[O:10])=[CH:3][CH:2]=1, predict the reaction product. The product is: [C:1]1([C:21]2[CH:26]=[CH:25][CH:24]=[CH:23][CH:22]=2)[CH:2]=[CH:3][C:4]([O:7][CH2:8][C:9]([NH:11][C:12]2[S:13][CH:14]=[CH:15][C:16]=2[C:17]([OH:19])=[O:18])=[O:10])=[CH:5][CH:6]=1. (3) Given the reactants [CH3:1][O:2][C:3](=[O:40])/[CH:4]=[CH:5]/[C:6]1[CH:11]=[CH:10][C:9]([C:12]([CH2:37][CH3:38])([C:15]2[CH:20]=[CH:19][C:18]([C:21]#[C:22][C:23]([O:32][CH2:33][O:34][CH3:35])([C:28]([F:31])([F:30])[F:29])[C:24]([F:27])([F:26])[F:25])=[C:17]([CH3:36])[CH:16]=2)[CH2:13][CH3:14])=[CH:8][C:7]=1[CH3:39].[BH4-].[Na+].[NH4+].[Cl-], predict the reaction product. The product is: [CH3:1][O:2][C:3](=[O:40])[CH2:4][CH2:5][C:6]1[CH:11]=[CH:10][C:9]([C:12]([CH2:13][CH3:14])([C:15]2[CH:20]=[CH:19][C:18]([C:21]#[C:22][C:23]([O:32][CH2:33][O:34][CH3:35])([C:28]([F:29])([F:31])[F:30])[C:24]([F:25])([F:26])[F:27])=[C:17]([CH3:36])[CH:16]=2)[CH2:37][CH3:38])=[CH:8][C:7]=1[CH3:39]. (4) Given the reactants O=C1C2C(=CC=CC=2)C(=O)[N:3]1[CH2:12][C:13]1[C:14]([C:24](=O)[CH2:25][C:26]2[N:30]([CH3:31])[N:29]=[CH:28][N:27]=2)=[C:15]([CH:20]=[C:21]([F:23])[CH:22]=1)[C:16](OC)=[O:17].O.[NH2:34][NH2:35].C(O)(=O)C, predict the reaction product. The product is: [NH2:3][CH2:12][C:13]1[CH:22]=[C:21]([F:23])[CH:20]=[C:15]2[C:14]=1[C:24]([CH2:25][C:26]1[N:30]([CH3:31])[N:29]=[CH:28][N:27]=1)=[N:34][NH:35][C:16]2=[O:17]. (5) Given the reactants [NH:1]1[C:9]2[C:4](=[CH:5][CH:6]=[C:7]([NH:10][C:11]3[C:12]4[CH:29]=[CH:28][N:27](S(C5C=CC(C)=CC=5)(=O)=O)[C:13]=4[N:14]=[C:15]([NH:17][C:18]4[CH:26]=[CH:25][C:21]([C:22]([NH2:24])=[O:23])=[CH:20][CH:19]=4)[N:16]=3)[CH:8]=2)[CH:3]=[N:2]1.[OH-].[K+], predict the reaction product. The product is: [NH:1]1[C:9]2[C:4](=[CH:5][CH:6]=[C:7]([NH:10][C:11]3[C:12]4[CH:29]=[CH:28][NH:27][C:13]=4[N:14]=[C:15]([NH:17][C:18]4[CH:19]=[CH:20][C:21]([C:22]([NH2:24])=[O:23])=[CH:25][CH:26]=4)[N:16]=3)[CH:8]=2)[CH:3]=[N:2]1. (6) Given the reactants [F:1][C:2]1[CH:10]=[C:9]2[C:5]([C:6]([C:20]3[CH:21]=[N:22][N:23](C(OC(C)(C)C)=O)[CH:24]=3)=[CH:7][N:8]2[S:11]([C:14]2[CH:19]=[CH:18][CH:17]=[CH:16][CH:15]=2)(=[O:13])=[O:12])=[CH:4][CH:3]=1.Cl, predict the reaction product. The product is: [F:1][C:2]1[CH:10]=[C:9]2[C:5]([C:6]([C:20]3[CH:24]=[N:23][NH:22][CH:21]=3)=[CH:7][N:8]2[S:11]([C:14]2[CH:15]=[CH:16][CH:17]=[CH:18][CH:19]=2)(=[O:12])=[O:13])=[CH:4][CH:3]=1.